This data is from Peptide-MHC class I binding affinity with 185,985 pairs from IEDB/IMGT. The task is: Regression. Given a peptide amino acid sequence and an MHC pseudo amino acid sequence, predict their binding affinity value. This is MHC class I binding data. (1) The peptide sequence is CIYQSPVRK. The MHC is HLA-A31:01 with pseudo-sequence HLA-A31:01. The binding affinity (normalized) is 0.185. (2) The peptide sequence is KVADVDLAVPV. The MHC is HLA-B58:01 with pseudo-sequence HLA-B58:01. The binding affinity (normalized) is 0.0847. (3) The peptide sequence is IYSTVASSL. The MHC is H-2-Ld with pseudo-sequence H-2-Ld. The binding affinity (normalized) is 0. (4) The peptide sequence is YPKCDLVEL. The MHC is HLA-A30:01 with pseudo-sequence HLA-A30:01. The binding affinity (normalized) is 0.0847.